From a dataset of Forward reaction prediction with 1.9M reactions from USPTO patents (1976-2016). Predict the product of the given reaction. (1) Given the reactants [CH:1]1([CH2:6][CH:7]([N:11]2[C:16](=[O:17])[CH:15]=[C:14]([O:18][C:19]3[C:28]4[C:23](=[CH:24][CH:25]=[CH:26][CH:27]=4)[CH:22]=[CH:21][CH:20]=3)[CH:13]=[N:12]2)[C:8]([OH:10])=O)[CH2:5][CH2:4][CH2:3][CH2:2]1.[NH2:29][C:30]1[CH:34]=[CH:33][N:32]([CH2:35][C:36]([CH3:39])([OH:38])[CH3:37])[N:31]=1, predict the reaction product. The product is: [OH:38][C:36]([CH3:39])([CH3:37])[CH2:35][N:32]1[CH:33]=[CH:34][C:30]([NH:29][C:8](=[O:10])[CH:7]([N:11]2[C:16](=[O:17])[CH:15]=[C:14]([O:18][C:19]3[C:28]4[C:23](=[CH:24][CH:25]=[CH:26][CH:27]=4)[CH:22]=[CH:21][CH:20]=3)[CH:13]=[N:12]2)[CH2:6][CH2:1][CH2:5][CH2:4][CH2:3][CH3:2])=[N:31]1. (2) Given the reactants [Cl:1][C:2]1[CH:3]=[C:4]([C:15]2[C:23]3[C:18](=[N:19][CH:20]=[N:21][C:22]=3[NH2:24])[N:17]([C@@H:25]3[CH2:30][CH2:29][CH2:28][NH:27][CH2:26]3)[N:16]=2)[CH:5]=[CH:6][C:7]=1[O:8][C:9]1[CH:14]=[CH:13][CH:12]=[CH:11][CH:10]=1.CCN(CC)CC.[C:38](Cl)(=[O:41])[CH:39]=[CH2:40].O, predict the reaction product. The product is: [NH2:24][C:22]1[N:21]=[CH:20][N:19]=[C:18]2[N:17]([C@@H:25]3[CH2:30][CH2:29][CH2:28][N:27]([C:38](=[O:41])[CH:39]=[CH2:40])[CH2:26]3)[N:16]=[C:15]([C:4]3[CH:5]=[CH:6][C:7]([O:8][C:9]4[CH:10]=[CH:11][CH:12]=[CH:13][CH:14]=4)=[C:2]([Cl:1])[CH:3]=3)[C:23]=12. (3) The product is: [Cl:1][C:2]1[CH:7]=[CH:6][CH:5]=[C:4]([CH:8]2[CH2:11][CH2:10][CH2:9]2)[C:3]=1[C:12]([N:14]1[C:22]2[C:17](=[N:18][CH:19]=[CH:20][CH:21]=2)[C:16]([C:72]2[C:71]([F:82])=[CH:70][C:64]([C:65]([O:67][CH2:68][CH3:69])=[O:66])=[CH:63][C:62]=2[F:61])=[N:15]1)=[O:13]. Given the reactants [Cl:1][C:2]1[CH:7]=[CH:6][CH:5]=[C:4]([CH:8]2[CH2:11][CH2:10][CH2:9]2)[C:3]=1[C:12]([N:14]1[C:22]2[C:17](=[N:18][CH:19]=[CH:20][CH:21]=2)[C:16](I)=[N:15]1)=[O:13].COC1C=CC=C(OC)C=1C1C=CC=CC=1P(C1CCCCC1)C1CCCCC1.P([O-])([O-])([O-])=O.[K+].[K+].[K+].[F:61][C:62]1[CH:63]=[C:64]([CH:70]=[C:71]([F:82])[C:72]=1B1OC(C)(C)C(C)(C)O1)[C:65]([O:67][CH2:68][CH3:69])=[O:66], predict the reaction product. (4) Given the reactants F[C:2]1[CH:3]=[C:4]([CH:18]=[CH:19][C:20]=1[N+:21]([O-:23])=[O:22])[C:5]([N:7]([CH2:13][CH2:14][CH:15]([CH3:17])[CH3:16])[CH2:8][CH2:9][CH:10]([CH3:12])[CH3:11])=[O:6].[C:24]([NH:31][CH2:32][CH2:33][CH2:34][NH2:35])([O:26][C:27]([CH3:30])([CH3:29])[CH3:28])=[O:25].C(=O)([O-])[O-].[K+].[K+], predict the reaction product. The product is: [CH3:11][CH:10]([CH3:12])[CH2:9][CH2:8][N:7]([CH2:13][CH2:14][CH:15]([CH3:17])[CH3:16])[C:5]([C:4]1[CH:18]=[CH:19][C:20]([N+:21]([O-:23])=[O:22])=[C:2]([NH:35][CH2:34][CH2:33][CH2:32][NH:31][C:24](=[O:25])[O:26][C:27]([CH3:29])([CH3:28])[CH3:30])[CH:3]=1)=[O:6]. (5) Given the reactants [Br:1][C:2]1[CH:3]=[C:4]([C:9]23[CH2:16][CH:15]([O:17][Si](C(C)(C)C)(C)C)[CH2:14][CH:13]2[CH2:12][O:11][N:10]3[CH2:25][C:26]2[CH:31]=[CH:30][C:29]([O:32][CH3:33])=[CH:28][C:27]=2[O:34][CH3:35])[CH:5]=[CH:6][C:7]=1[F:8].[F-].C([N+](CCCC)(CCCC)CCCC)CCC, predict the reaction product. The product is: [Br:1][C:2]1[CH:3]=[C:4]([C:9]23[CH2:16][CH:15]([OH:17])[CH2:14][CH:13]2[CH2:12][O:11][N:10]3[CH2:25][C:26]2[CH:31]=[CH:30][C:29]([O:32][CH3:33])=[CH:28][C:27]=2[O:34][CH3:35])[CH:5]=[CH:6][C:7]=1[F:8]. (6) The product is: [CH3:47][O:46][C:45]1[CH:44]=[CH:43][C:42]([S:50]([NH2:53])(=[O:52])=[O:51])=[CH:41][C:40]=1[NH:39][C:38]([NH:37][C:36]1[C:30]2[N:29]([CH3:55])[CH:28]=[N:32][C:31]=2[CH:33]=[CH:34][CH:35]=1)=[S:54]. Given the reactants CN1C2C(N)=CC=CC=2N=C1.N(C1C=C(S(N)(=O)=O)C=CC=1OC)=C=S.C[C:28]1[N:29]([CH3:55])[C:30]2[C:36]([NH:37][C:38](=[S:54])[NH:39][C:40]3[CH:41]=[C:42]([S:50]([NH2:53])(=[O:52])=[O:51])[CH:43]=[CH:44][C:45]=3[O:46][CH:47](C)C)=[CH:35][CH:34]=[CH:33][C:31]=2[N:32]=1, predict the reaction product. (7) The product is: [O:26]1[C:22]2[CH:21]=[CH:20][CH:19]=[C:18]([NH:17][C:7]3[C:6]4[C:11](=[C:12]([CH3:13])[C:3]([S:28][CH3:27])=[CH:4][CH:5]=4)[N:10]=[CH:9][C:8]=3[C:14]([NH2:16])=[O:15])[C:23]=2[CH2:24][CH2:25]1. Given the reactants Cl.Cl[C:3]1[C:12]([CH3:13])=[C:11]2[C:6]([C:7]([NH:17][C:18]3[C:23]4[CH2:24][CH2:25][O:26][C:22]=4[CH:21]=[CH:20][CH:19]=3)=[C:8]([C:14]([NH2:16])=[O:15])[CH:9]=[N:10]2)=[CH:5][CH:4]=1.[CH3:27][S-:28].[Na+].C(=O)([O-])[O-].[K+].[K+].O, predict the reaction product.